This data is from Catalyst prediction with 721,799 reactions and 888 catalyst types from USPTO. The task is: Predict which catalyst facilitates the given reaction. Reactant: [C:1]([C:4]1[CH:5]=[N:6][C:7]2[C:12]([C:13]=1[N:14]1[CH2:19][CH2:18][N:17](C(OC(C)(C)C)=O)[CH2:16][CH2:15]1)=[CH:11][C:10]([Cl:27])=[C:9]([C:28]1[C:33]([O:34][CH3:35])=[CH:32][CH:31]=[CH:30][C:29]=1[F:36])[C:8]=2[F:37])(=[O:3])[NH2:2].Cl. Product: [ClH:27].[Cl:27][C:10]1[CH:11]=[C:12]2[C:7](=[C:8]([F:37])[C:9]=1[C:28]1[C:33]([O:34][CH3:35])=[CH:32][CH:31]=[CH:30][C:29]=1[F:36])[N:6]=[CH:5][C:4]([C:1]([NH2:2])=[O:3])=[C:13]2[N:14]1[CH2:19][CH2:18][NH:17][CH2:16][CH2:15]1. The catalyst class is: 5.